This data is from Full USPTO retrosynthesis dataset with 1.9M reactions from patents (1976-2016). The task is: Predict the reactants needed to synthesize the given product. (1) The reactants are: [OH:1][CH2:2][C:3]1([CH2:42][OH:43])[O:7][N:6]=[C:5]([C:8]2[CH:13]=[CH:12][C:11]([C:14]3[CH:19]=[CH:18][C:17]([N:20]4[CH2:24][C@H:23]([CH2:25][N:26]([C:34]5[CH:38]=[N:37][S:36][N:35]=5)C(=O)OC(C)(C)C)[O:22][C:21]4=[O:39])=[CH:16][C:15]=3[F:40])=[C:10]([F:41])[CH:9]=2)[CH2:4]1.FC(F)(F)C(O)=O. Given the product [OH:1][CH2:2][C:3]1([CH2:42][OH:43])[O:7][N:6]=[C:5]([C:8]2[CH:13]=[CH:12][C:11]([C:14]3[CH:19]=[CH:18][C:17]([N:20]4[CH2:24][C@H:23]([CH2:25][NH:26][C:34]5[CH:38]=[N:37][S:36][N:35]=5)[O:22][C:21]4=[O:39])=[CH:16][C:15]=3[F:40])=[C:10]([F:41])[CH:9]=2)[CH2:4]1, predict the reactants needed to synthesize it. (2) Given the product [CH3:1][O:2][C:3]1[CH:4]=[CH:5][C:6]([CH2:7][N:8]2[C:12]3=[N:13][CH:14]=[CH:15][C:16]([O:17][C:22]4[CH:27]=[CH:26][C:25]([N+:28]([O-:30])=[O:29])=[CH:24][CH:23]=4)=[C:11]3[C:10]([CH3:18])=[N:9]2)=[CH:19][CH:20]=1, predict the reactants needed to synthesize it. The reactants are: [CH3:1][O:2][C:3]1[CH:20]=[CH:19][C:6]([CH2:7][N:8]2[C:12]3[N:13]=[CH:14][CH:15]=[C:16]([OH:17])[C:11]=3[C:10]([CH3:18])=[N:9]2)=[CH:5][CH:4]=1.F[C:22]1[CH:27]=[CH:26][C:25]([N+:28]([O-:30])=[O:29])=[CH:24][CH:23]=1.C([O-])([O-])=O.[Cs+].[Cs+].CC(N(C)C)=O. (3) Given the product [Cl:21][C:22]1[CH:23]=[CH:24][CH:25]=[C:26]2[C:31]=1[CH:30]=[C:4]([CH:3]=[O:8])[CH:5]=[CH:6]2, predict the reactants needed to synthesize it. The reactants are: BrN1[C:6](=O)[CH2:5][CH2:4][C:3]1=[O:8].CC(N=NC(C#N)(C)C)(C#N)C.[Cl:21][C:22]1[C:31]2[C:26](=CC=C(C)[CH:30]=2)[CH:25]=[CH:24][CH:23]=1.C1N2CN3CN(C2)CN1C3. (4) Given the product [CH3:38][S:35]([CH2:34][CH2:33][CH2:32][O:1][C:2]1[CH:7]=[CH:6][C:5]([C:8]2[CH2:13][CH2:12][N:11]([C:14]([O:16][C:17]([CH3:20])([CH3:19])[CH3:18])=[O:15])[CH2:10][CH:9]=2)=[CH:4][CH:3]=1)(=[O:37])=[O:36], predict the reactants needed to synthesize it. The reactants are: [OH:1][C:2]1[CH:7]=[CH:6][C:5]([C:8]2[CH2:13][CH2:12][N:11]([C:14]([O:16][C:17]([CH3:20])([CH3:19])[CH3:18])=[O:15])[CH2:10][CH:9]=2)=[CH:4][CH:3]=1.CC1C=CC(S(O[CH2:32][CH2:33][CH2:34][S:35]([CH3:38])(=[O:37])=[O:36])(=O)=O)=CC=1. (5) Given the product [CH2:1]([O:3][C:4](=[O:12])[CH2:5][N:6]([S:7]([CH2:10][CH3:11])(=[O:8])=[O:9])[CH2:14][C:15]1[CH:37]=[CH:36][CH:35]=[C:17]([CH2:18][O:19][C:20]2[CH:25]=[CH:24][C:23]([C:26]3[CH:31]=[C:30]([F:32])[C:29]([F:33])=[CH:28][C:27]=3[F:34])=[CH:22][CH:21]=2)[CH:16]=1)[CH3:2], predict the reactants needed to synthesize it. The reactants are: [CH2:1]([O:3][C:4](=[O:12])[CH2:5][NH:6][S:7]([CH2:10][CH3:11])(=[O:9])=[O:8])[CH3:2].Br[CH2:14][C:15]1[CH:16]=[C:17]([CH:35]=[CH:36][CH:37]=1)[CH2:18][O:19][C:20]1[CH:25]=[CH:24][C:23]([C:26]2[CH:31]=[C:30]([F:32])[C:29]([F:33])=[CH:28][C:27]=2[F:34])=[CH:22][CH:21]=1.C(=O)([O-])[O-].[K+].[K+].